Task: Predict the product of the given reaction.. Dataset: Forward reaction prediction with 1.9M reactions from USPTO patents (1976-2016) (1) Given the reactants [Br:1][C:2]1[CH:7]=[CH:6][C:5]([SH:8])=[CH:4][CH:3]=1.[H-].[Na+].[CH2:11]([O:13][C:14](=[O:19])[CH2:15][CH2:16][CH2:17]Br)[CH3:12], predict the reaction product. The product is: [CH2:11]([O:13][C:14](=[O:19])[CH2:15][CH2:16][CH2:17][S:8][C:5]1[CH:6]=[CH:7][C:2]([Br:1])=[CH:3][CH:4]=1)[CH3:12]. (2) The product is: [CH3:21][C:22]1[CH:27]=[C:26]([CH2:28][NH:29][C:2]2[N:10]=[C:9]([F:11])[N:8]=[C:7]3[C:3]=2[N:4]=[CH:5][NH:6]3)[CH:25]=[C:24]([CH3:30])[N:23]=1. Given the reactants Cl[C:2]1[N:10]=[C:9]([F:11])[N:8]=[C:7]2[C:3]=1[NH:4][CH:5]=[N:6]2.CCN(C(C)C)C(C)C.[CH3:21][C:22]1[CH:27]=[C:26]([CH2:28][NH2:29])[CH:25]=[C:24]([CH3:30])[N:23]=1, predict the reaction product.